Dataset: Reaction yield outcomes from USPTO patents with 853,638 reactions. Task: Predict the reaction yield, written as a fraction of the theoretical maximum amount of product (1.0 means a 100% yield; for example, 0.34 means a 34% yield). (1) The reactants are C([O:8][C:9]1[CH:10]=[C:11]2[C:15](=[CH:16][CH:17]=1)[CH2:14][CH:13]([C:18]([C:20]1[O:21][C:22]([C:25]3[N:30]=[C:29]([C:31]([O:33]C)=[O:32])[CH:28]=[CH:27][CH:26]=3)=[CH:23][N:24]=1)=[O:19])[CH2:12]2)C1C=CC=CC=1. The catalyst is CC(O)=O.CCOC(C)=O. The product is [O:8]([C:9]1[CH:10]=[C:11]2[C:15](=[CH:16][CH:17]=1)[CH2:14][CH:13]([C:18]([C:20]1[O:21][C:22]([C:25]3[N:30]=[C:29]([C:31]([OH:33])=[O:32])[CH:28]=[CH:27][CH:26]=3)=[CH:23][N:24]=1)=[O:19])[CH2:12]2)[C:9]1[CH:10]=[CH:11][CH:15]=[CH:16][CH:17]=1. The yield is 0.850. (2) The reactants are [CH3:1][C:2]1[CH:35]=[C:34]([O:36][CH2:37][CH2:38][CH2:39][O:40]C2CCCCO2)[CH:33]=[CH:32][C:3]=1[CH2:4][CH2:5][C:6]1[CH:11]=[CH:10][CH:9]=[CH:8][C:7]=1[C:12]1[N:17]=[C:16]([N:18]2[C:22]([C:23]([F:26])([F:25])[F:24])=[C:21]([C:27]([O:29][CH2:30][CH3:31])=[O:28])[CH:20]=[N:19]2)[CH:15]=[CH:14][CH:13]=1. The catalyst is CO. The product is [OH:40][CH2:39][CH2:38][CH2:37][O:36][C:34]1[CH:33]=[CH:32][C:3]([CH2:4][CH2:5][C:6]2[CH:11]=[CH:10][CH:9]=[CH:8][C:7]=2[C:12]2[N:17]=[C:16]([N:18]3[C:22]([C:23]([F:25])([F:24])[F:26])=[C:21]([C:27]([O:29][CH2:30][CH3:31])=[O:28])[CH:20]=[N:19]3)[CH:15]=[CH:14][CH:13]=2)=[C:2]([CH3:1])[CH:35]=1. The yield is 0.890. (3) The reactants are [Br:1][C:2]1[CH:7]=[CH:6][C:5]([CH2:8][N:9]2[C:15](=[O:16])[C:14]3[C:17]([F:24])=[CH:18][C:19]([CH:21]4[CH2:23][CH2:22]4)=[CH:20][C:13]=3[O:12][CH2:11][CH2:10]2)=[CH:4][C:3]=1[CH2:25][OH:26].[C:27](Cl)(=[O:29])[CH3:28]. The catalyst is ClCCl. The product is [C:27]([O:26][CH2:25][C:3]1[CH:4]=[C:5]([CH2:8][N:9]2[C:15](=[O:16])[C:14]3[C:17]([F:24])=[CH:18][C:19]([CH:21]4[CH2:22][CH2:23]4)=[CH:20][C:13]=3[O:12][CH2:11][CH2:10]2)[CH:6]=[CH:7][C:2]=1[Br:1])(=[O:29])[CH3:28]. The yield is 0.950. (4) The reactants are [N:1]12[CH2:8][CH2:7][CH:4]([CH2:5][CH2:6]1)[CH:3]([O:9][C:10](=[O:22])[NH:11][C:12]([C:15]1[CH:20]=[CH:19][CH:18]=[C:17](Br)[CH:16]=1)([CH3:14])[CH3:13])[CH2:2]2.[CH3:23][CH:24]([CH3:29])[CH2:25]B(O)O. The catalyst is C([O-])(=O)C.[Pd+2].C([O-])(=O)C. The product is [CH3:23][CH:24]([CH3:29])[CH2:25][C:17]1[CH:16]=[C:15]([C:12]([NH:11][C:10](=[O:22])[O:9][CH:3]2[CH:4]3[CH2:7][CH2:8][N:1]([CH2:6][CH2:5]3)[CH2:2]2)([CH3:14])[CH3:13])[CH:20]=[CH:19][CH:18]=1. The yield is 0.710. (5) The product is [CH2:8]([O:15][NH:16][C@H:17]1[CH2:22][NH:21][C@H:20]([C:30]([O:32][CH2:33][CH3:34])=[O:31])[CH2:19][CH2:18]1)[C:9]1[CH:10]=[CH:11][CH:12]=[CH:13][CH:14]=1. The reactants are C(O)(C(F)(F)F)=O.[CH2:8]([O:15][NH:16][C@H:17]1[CH2:22][N:21](C(OC(C)(C)C)=O)[C@H:20]([C:30]([O:32][CH2:33][CH3:34])=[O:31])[CH2:19][CH2:18]1)[C:9]1[CH:14]=[CH:13][CH:12]=[CH:11][CH:10]=1. The catalyst is C(Cl)Cl. The yield is 0.950.